Dataset: Peptide-MHC class I binding affinity with 185,985 pairs from IEDB/IMGT. Task: Regression. Given a peptide amino acid sequence and an MHC pseudo amino acid sequence, predict their binding affinity value. This is MHC class I binding data. The peptide sequence is LLLLGLLLL. The MHC is HLA-A68:02 with pseudo-sequence HLA-A68:02. The binding affinity (normalized) is 0.125.